From a dataset of Full USPTO retrosynthesis dataset with 1.9M reactions from patents (1976-2016). Predict the reactants needed to synthesize the given product. (1) Given the product [Cl:1][C:2]1[CH:15]=[C:14]([Cl:16])[C:13]([O:17][C:18]2[N:22]([CH3:23])[N:21]=[C:20]([CH3:24])[C:19]=2[CH3:25])=[CH:12][C:3]=1[CH2:4][CH:5]1[S:9][C:8](=[O:27])[NH:7][C:6]1=[O:11], predict the reactants needed to synthesize it. The reactants are: [Cl:1][C:2]1[CH:15]=[C:14]([Cl:16])[C:13]([O:17][C:18]2[N:22]([CH3:23])[N:21]=[C:20]([CH3:24])[C:19]=2[CH3:25])=[CH:12][C:3]=1[CH2:4][CH:5]1[S:9][C:8](=N)[NH:7][C:6]1=[O:11].C(=O)([O-])[OH:27].[Na+]. (2) Given the product [CH2:1]=[CH2:2].[CH2:1]1[CH:5]2[CH:6]3[CH:10]=[CH:9][CH:8]([CH:4]2[CH:3]=[CH:2]1)[CH2:7]3, predict the reactants needed to synthesize it. The reactants are: [CH2:1]1[CH:5]2[C@@H:6]3[CH:10]=[CH:9][C@H:8]([CH:4]2[CH:3]=[CH:2]1)[CH2:7]3.C=C.